This data is from M1 muscarinic receptor agonist screen with 61,833 compounds. The task is: Binary Classification. Given a drug SMILES string, predict its activity (active/inactive) in a high-throughput screening assay against a specified biological target. (1) The molecule is s1c2c(CCC2)c(c1NC(OCCCC)=O)C(OC)=O. The result is 0 (inactive). (2) The compound is S(=O)(=O)(NCC(=O)N1CCC(CC1)C)c1cc2sc(nc2cc1)C. The result is 0 (inactive). (3) The drug is S(c1n(c(nn1)CCc1[nH]c2c(n1)cccc2)c1ccccc1)CC(=O)NCc1occc1. The result is 0 (inactive). (4) The drug is O(C(=O)C=1CC(=C(NC1C)C)C(OCC)=O)CC. The result is 0 (inactive). (5) The compound is S(c1n(CC)c(nn1)c1occc1)CC(=O)Nc1sc(nn1)C. The result is 0 (inactive). (6) The compound is o1c(CNC(=O)c2nccnc2)ccc1. The result is 0 (inactive).